Task: Predict the product of the given reaction.. Dataset: Forward reaction prediction with 1.9M reactions from USPTO patents (1976-2016) (1) Given the reactants [C:1]1([C:15]([O:17][CH2:18][CH3:19])=[O:16])[CH:6]=[C:5]([C:7]([O-])=[O:8])[CH:4]=[C:3]([C:10]([O:12][CH2:13][CH3:14])=[O:11])[CH:2]=1.CO, predict the reaction product. The product is: [OH:8][CH2:7][C:5]1[CH:4]=[C:3]([C:10]([O:12][CH2:13][CH3:14])=[O:11])[CH:2]=[C:1]([CH:6]=1)[C:15]([O:17][CH2:18][CH3:19])=[O:16]. (2) Given the reactants [CH3:1][N:2]1[C@@H:6]([CH3:7])[C@@H:5]([C:8]2[CH:13]=[CH:12][CH:11]=[CH:10][CH:9]=2)[N:4]([C:14](=[O:61])[C@@H:15]([CH2:46][CH2:47][C:48]([F:60])([F:59])[C:49]([F:58])([F:57])[C:50]([F:56])([F:55])[C:51]([F:54])([F:53])[F:52])[CH2:16][CH2:17][CH2:18][CH2:19][CH2:20][CH2:21]/[CH:22]=[CH:23]/[CH2:24][C@@H:25]2[CH2:42][C:41]3[CH:40]=[C:39]([O:43][CH3:44])[CH:38]=[CH:37][C:36]=3[C@@H:35]3[C@@H:26]2[C@H:27]2[C@@:31]([CH2:33][CH2:34]3)([CH3:32])[C@@H:30]([OH:45])[CH2:29][CH2:28]2)[C:3]1=[O:62].CN1[C@@H](C)[C@@H](C2C=CC=CC=2)N(C(=O)[C@@H](CCC(F)(F)C(F)(F)C(F)(F)C(F)(F)F)CCCCCC/C=C\C[C@@H]2CC3C=C(OC)C=CC=3[C@@H]3[C@@H]2[C@H]2[C@@](CC3)(C)[C@@H](O)CC2)C1=O, predict the reaction product. The product is: [CH3:1][N:2]1[C@@H:6]([CH3:7])[C@@H:5]([C:8]2[CH:9]=[CH:10][CH:11]=[CH:12][CH:13]=2)[N:4]([C:14](=[O:61])[C@@H:15]([CH2:46][CH2:47][C:48]([F:59])([F:60])[C:49]([F:58])([F:57])[C:50]([F:56])([F:55])[C:51]([F:54])([F:53])[F:52])[CH2:16][CH2:17][CH2:18][CH2:19][CH2:20][CH2:21][CH2:22][CH2:23][CH2:24][C@@H:25]2[CH2:42][C:41]3[CH:40]=[C:39]([O:43][CH3:44])[CH:38]=[CH:37][C:36]=3[C@@H:35]3[C@@H:26]2[C@H:27]2[C@@:31]([CH2:33][CH2:34]3)([CH3:32])[C@@H:30]([OH:45])[CH2:29][CH2:28]2)[C:3]1=[O:62]. (3) Given the reactants N#N.C(O)C.[NH2:6][C:7]1[CH:12]=[CH:11][CH:10]=[CH:9][C:8]=1B(O)O.[CH3:16][O:17][C:18](=[O:27])[CH2:19][C:20]1[CH:25]=[CH:24][CH:23]=[C:22](Br)[CH:21]=1, predict the reaction product. The product is: [CH3:16][O:17][C:18](=[O:27])[CH2:19][C:20]1[CH:25]=[C:24]([C:8]2[CH:9]=[CH:10][CH:11]=[CH:12][C:7]=2[NH2:6])[CH:23]=[CH:22][CH:21]=1. (4) Given the reactants [CH2:1]([O:8][N:9]=[CH:10][C:11]1([C:16]([OH:18])=[O:17])[CH2:15][CH2:14][CH2:13][CH2:12]1)[C:2]1[CH:7]=[CH:6][CH:5]=[CH:4][CH:3]=1.CN(C1C=CC(N=NC2C=CC(S(O)(=O)=O)=CC=2)=CC=1)C.Cl.C([BH3-])#N.[Na+], predict the reaction product. The product is: [CH2:1]([O:8][NH:9][CH2:10][C:11]1([C:16]([OH:18])=[O:17])[CH2:15][CH2:14][CH2:13][CH2:12]1)[C:2]1[CH:7]=[CH:6][CH:5]=[CH:4][CH:3]=1. (5) Given the reactants C([O-])([O-])=O.[K+].[K+].Br[C:8]1[CH:13]=[CH:12][C:11]([C@@H:14]2[CH2:16][C@H:15]2[NH:17][C:18](=[O:24])[O:19][C:20]([CH3:23])([CH3:22])[CH3:21])=[CH:10][CH:9]=1.[CH3:25][O:26][C:27]1[CH:32]=[CH:31][C:30]([NH:33][S:34]([CH3:37])(=[O:36])=[O:35])=[CH:29][C:28]=1B1OC(C)(C)C(C)(C)O1, predict the reaction product. The product is: [CH3:25][O:26][C:27]1[CH:32]=[CH:31][C:30]([NH:33][S:34]([CH3:37])(=[O:36])=[O:35])=[CH:29][C:28]=1[C:8]1[CH:13]=[CH:12][C:11]([C@@H:14]2[CH2:16][C@H:15]2[NH:17][C:18](=[O:24])[O:19][C:20]([CH3:23])([CH3:22])[CH3:21])=[CH:10][CH:9]=1. (6) Given the reactants [OH:1][C:2]1[CH:7]=[C:6]([CH3:8])[C:5]([C:9]2[CH:14]=[CH:13][CH:12]=[C:11]([CH2:15][O:16][C:17]3[CH:22]=[CH:21][C:20]([CH2:23][CH2:24][C:25]([O:27]C)=[O:26])=[CH:19][CH:18]=3)[CH:10]=2)=[C:4]([CH3:29])[CH:3]=1.[OH-].[Na+], predict the reaction product. The product is: [OH:1][C:2]1[CH:3]=[C:4]([CH3:29])[C:5]([C:9]2[CH:14]=[CH:13][CH:12]=[C:11]([CH2:15][O:16][C:17]3[CH:18]=[CH:19][C:20]([CH2:23][CH2:24][C:25]([OH:27])=[O:26])=[CH:21][CH:22]=3)[CH:10]=2)=[C:6]([CH3:8])[CH:7]=1. (7) Given the reactants [CH3:1][C:2]1[CH:7]=[C:6]([CH3:8])[N:5]=[C:4]([O:9][C@H:10]2[C@:13]3([C:27]4[CH:32]=[CH:31][CH:30]=[CH:29][CH:28]=4)[C:14]4[CH:26]=[CH:25][CH:24]=[CH:23][C:15]=4[N:16]([CH2:20][C:21]#[N:22])[C:17](=[O:19])[CH2:18][N:12]3[C:11]2=[O:33])[N:3]=1.[N-:34]=[N+:35]=[N-:36].[Na+].[NH4+].[Cl-], predict the reaction product. The product is: [CH3:8][C:6]1[CH:7]=[C:2]([CH3:1])[N:3]=[C:4]([O:9][C@H:10]2[C@:13]3([C:27]4[CH:32]=[CH:31][CH:30]=[CH:29][CH:28]=4)[C:14]4[CH:26]=[CH:25][CH:24]=[CH:23][C:15]=4[N:16]([CH2:20][C:21]4[NH:36][N:35]=[N:34][N:22]=4)[C:17](=[O:19])[CH2:18][N:12]3[C:11]2=[O:33])[N:5]=1. (8) Given the reactants [Cl:1][C:2]1[CH:3]=[N:4][C:5]2[N:6]([N:8]=[C:9]([C:11]([OH:13])=O)[CH:10]=2)[CH:7]=1.[F:14][C:15]1[C:20]([C:21]2[N:25]3[CH2:26][CH2:27][NH:28][CH:29]([CH3:30])[C:24]3=[N:23][CH:22]=2)=[CH:19][CH:18]=[CH:17][N:16]=1, predict the reaction product. The product is: [Cl:1][C:2]1[CH:3]=[N:4][C:5]2[N:6]([N:8]=[C:9]([C:11]([N:28]3[CH2:27][CH2:26][N:25]4[C:21]([C:20]5[C:15]([F:14])=[N:16][CH:17]=[CH:18][CH:19]=5)=[CH:22][N:23]=[C:24]4[CH:29]3[CH3:30])=[O:13])[CH:10]=2)[CH:7]=1.